Dataset: CYP2D6 inhibition data for predicting drug metabolism from PubChem BioAssay. Task: Regression/Classification. Given a drug SMILES string, predict its absorption, distribution, metabolism, or excretion properties. Task type varies by dataset: regression for continuous measurements (e.g., permeability, clearance, half-life) or binary classification for categorical outcomes (e.g., BBB penetration, CYP inhibition). Dataset: cyp2d6_veith. (1) The molecule is OCCNc1ncnc2c1ncn2[C@@H]1O[C@@H](CO)[C@H](O)[C@@H]1O. The result is 0 (non-inhibitor). (2) The compound is COc1ccc(Oc2ncc3nc(-c4ccccc4)c(=O)n(C4CC4)c3n2)cc1. The result is 0 (non-inhibitor). (3) The compound is Cn1ncc(Cl)c1C(=O)Nc1cccnc1. The result is 0 (non-inhibitor). (4) The compound is O=C(COc1ccc(Cl)cc1)NCCC1=CCCCC1. The result is 0 (non-inhibitor). (5) The molecule is C#CCCCO/N=C1/C[C@@H](O)[C@@H](O)[C@@H]2[C@@H]3C(=O)N(C[C@@H]4CCCO4)C(=O)[C@H]3CC[C@@H]12. The result is 0 (non-inhibitor). (6) The compound is N#CCCn1c(=O)c(-c2cccs2)nc2cnc(Nc3ccccc3)nc21. The result is 0 (non-inhibitor).